From a dataset of Full USPTO retrosynthesis dataset with 1.9M reactions from patents (1976-2016). Predict the reactants needed to synthesize the given product. (1) The reactants are: [Br:1][C:2]1[C:3]([O:17]C)=[N:4][C:5]([NH:8][C:9]2[CH:14]=[CH:13][C:12]([F:15])=[C:11]([Cl:16])[CH:10]=2)=[N:6][CH:7]=1.C(O)(=O)C. Given the product [Br:1][C:2]1[C:3](=[O:17])[NH:4][C:5]([NH:8][C:9]2[CH:14]=[CH:13][C:12]([F:15])=[C:11]([Cl:16])[CH:10]=2)=[N:6][CH:7]=1, predict the reactants needed to synthesize it. (2) Given the product [CH2:18]([CH:17]1[CH2:16][N:15]([CH2:22][C:23]2[CH:28]=[CH:27][C:26]([OH:29])=[CH:25][CH:24]=2)[C:14](=[O:30])[CH:13]1[CH2:12][N:9]([OH:8])[CH:10]=[O:11])[CH2:19][CH2:20][CH3:21], predict the reactants needed to synthesize it. The reactants are: C([O:8][N:9]([CH2:12][CH:13]1[CH:17]([CH2:18][CH2:19][CH2:20][CH3:21])[CH2:16][N:15]([CH2:22][C:23]2[CH:28]=[CH:27][C:26]([OH:29])=[CH:25][CH:24]=2)[C:14]1=[O:30])[CH:10]=[O:11])C1C=CC=CC=1. (3) Given the product [C:28]([C:32]1[N:33]=[C:34]([N:55]2[CH2:56][C:52]([F:59])([F:51])[CH2:53][C@@H:54]2[CH2:57][OH:58])[C:35]2[N:40]=[N:39][N:38]([CH2:41][C:42]3[CH:47]=[CH:46][CH:45]=[CH:44][C:43]=3[Cl:48])[C:36]=2[N:37]=1)([CH3:31])([CH3:30])[CH3:29], predict the reactants needed to synthesize it. The reactants are: C(C1N=C(N2CCOCC2)C2N=NN(CC3C=CC=CC=3Cl)C=2N=1)(C)(C)C.[C:28]([C:32]1[N:33]=[C:34](Cl)[C:35]2[N:40]=[N:39][N:38]([CH2:41][C:42]3[CH:47]=[CH:46][CH:45]=[CH:44][C:43]=3[Cl:48])[C:36]=2[N:37]=1)([CH3:31])([CH3:30])[CH3:29].Cl.[F:51][C:52]1([F:59])[CH2:56][NH:55][C@@H:54]([CH2:57][OH:58])[CH2:53]1. (4) Given the product [CH3:6][N:7]1[C:11]([CH:17]([C:16]2[CH:19]=[CH:20][N:21]=[C:14]([C:13]([F:23])([F:12])[F:22])[CH:15]=2)[OH:18])=[CH:10][N:9]=[N:8]1, predict the reactants needed to synthesize it. The reactants are: [Li]CCCC.[CH3:6][N:7]1[CH:11]=[CH:10][N:9]=[N:8]1.[F:12][C:13]([F:23])([F:22])[C:14]1[CH:15]=[C:16]([CH:19]=[CH:20][N:21]=1)[CH:17]=[O:18]. (5) The reactants are: [CH3:1][N:2]1[C:6]2=[N:7][CH:8]=[CH:9][N:10]=[C:5]2[C:4]([C:11]([N:13]2[CH2:18][CH2:17][N:16]([C:19]3[N:20]=[CH:21][C:22]([C:25]([O:27]C)=[O:26])=[N:23][CH:24]=3)[CH2:15][CH2:14]2)=[O:12])=[C:3]1[C:29]1[CH:34]=[CH:33][CH:32]=[CH:31][CH:30]=1.Cl. Given the product [CH3:1][N:2]1[C:6]2=[N:7][CH:8]=[CH:9][N:10]=[C:5]2[C:4]([C:11]([N:13]2[CH2:14][CH2:15][N:16]([C:19]3[N:20]=[CH:21][C:22]([C:25]([OH:27])=[O:26])=[N:23][CH:24]=3)[CH2:17][CH2:18]2)=[O:12])=[C:3]1[C:29]1[CH:34]=[CH:33][CH:32]=[CH:31][CH:30]=1, predict the reactants needed to synthesize it. (6) Given the product [NH2:8][C:6]1[CH:5]=[CH:4][C:3]([SH:11])=[C:2]([Cl:1])[CH:7]=1, predict the reactants needed to synthesize it. The reactants are: [Cl:1][C:2]1[CH:7]=[C:6]([N+:8]([O-])=O)[CH:5]=[CH:4][C:3]=1[SH:11]. (7) Given the product [OH:13][CH:9]1[CH2:10][CH2:11][CH2:12][CH:8]1[NH:7][S:4]([CH:2]([CH3:3])[CH3:1])(=[O:6])=[O:5], predict the reactants needed to synthesize it. The reactants are: [CH3:1][CH:2]([S:4]([NH:7][CH:8]1[CH2:12][CH2:11][CH2:10][CH:9]1[O:13]CC1C=CC=CC=1)(=[O:6])=[O:5])[CH3:3]. (8) Given the product [CH2:1]([NH:8][C:9](=[O:34])[C@@H:10]([CH2:31][O:32][CH3:33])[NH2:11])[C:2]1[CH:7]=[CH:6][CH:5]=[CH:4][CH:3]=1, predict the reactants needed to synthesize it. The reactants are: [CH2:1]([NH:8][C:9](=[O:34])[C@@H:10]([CH2:31][O:32][CH3:33])[NH:11]C(C1C=CC=CC=1)(C1C=CC=CC=1)C1C=CC=CC=1)[C:2]1[CH:7]=[CH:6][CH:5]=[CH:4][CH:3]=1.Cl. (9) The reactants are: CO[C:3]1[C:12]2[C:7](=[CH:8][CH:9]=[C:10]([NH:13][C:14](=[O:16])[CH3:15])[CH:11]=2)[N:6]=[C:5]([CH2:17][CH2:18][CH3:19])[CH:4]=1.C([O-])(=O)C.[NH4+:24]. Given the product [NH2:24][C:3]1[C:12]2[C:7](=[CH:8][CH:9]=[C:10]([NH:13][C:14](=[O:16])[CH3:15])[CH:11]=2)[N:6]=[C:5]([CH2:17][CH2:18][CH3:19])[CH:4]=1, predict the reactants needed to synthesize it. (10) Given the product [ClH:22].[N:16]1[CH:17]=[CH:18][CH:19]=[N:20][C:15]=1[NH:14][CH:11]1[CH2:12][CH2:13][NH:8][CH2:9][CH2:10]1, predict the reactants needed to synthesize it. The reactants are: C(OC([N:8]1[CH2:13][CH2:12][CH:11]([NH:14][C:15]2[N:20]=[CH:19][CH:18]=[CH:17][N:16]=2)[CH2:10][CH2:9]1)=O)(C)(C)C.O.[ClH:22].